Dataset: Full USPTO retrosynthesis dataset with 1.9M reactions from patents (1976-2016). Task: Predict the reactants needed to synthesize the given product. The reactants are: [C:1]([O:5][C:6]([N:8]1[CH2:13][CH2:12][CH:11]([NH2:14])[CH2:10][CH2:9]1)=[O:7])([CH3:4])([CH3:3])[CH3:2].[OH:15][C:16]1[CH:23]=[CH:22][C:19]([CH:20]=O)=[CH:18][C:17]=1[O:24][CH3:25].[BH4-].[Na+].C(O)(=O)C. Given the product [C:1]([O:5][C:6]([N:8]1[CH2:13][CH2:12][CH:11]([NH:14][CH2:20][C:19]2[CH:22]=[CH:23][C:16]([OH:15])=[C:17]([O:24][CH3:25])[CH:18]=2)[CH2:10][CH2:9]1)=[O:7])([CH3:4])([CH3:2])[CH3:3], predict the reactants needed to synthesize it.